From a dataset of Tyrosyl-DNA phosphodiesterase HTS with 341,365 compounds. Binary Classification. Given a drug SMILES string, predict its activity (active/inactive) in a high-throughput screening assay against a specified biological target. The drug is O1C(c2c(CCCCC(CC)C1=O)cccc2)C(=O)CC(O)CC(=O)C. The result is 0 (inactive).